Predict the reactants needed to synthesize the given product. From a dataset of Full USPTO retrosynthesis dataset with 1.9M reactions from patents (1976-2016). (1) Given the product [Cl:9][C:8]([Cl:11])([Cl:10])[CH2:7][O:6][C:4]([NH:13][C:14]1[CH:15]=[C:16]([CH:20]=[CH:21][CH:22]=1)[C:17]([OH:19])=[O:18])=[O:5], predict the reactants needed to synthesize it. The reactants are: [OH-].[Na+].Cl[C:4]([O:6][CH2:7][C:8]([Cl:11])([Cl:10])[Cl:9])=[O:5].Cl.[NH2:13][C:14]1[CH:15]=[C:16]([CH:20]=[CH:21][CH:22]=1)[C:17]([OH:19])=[O:18]. (2) Given the product [Br:1][C:2]1[CH:3]=[C:4]([N:9]([CH2:32][O:31][CH2:30][CH2:29][Si:26]([CH3:28])([CH3:27])[CH3:25])[C:10](=[O:22])[C:11]2[CH:16]=[CH:15][CH:14]=[C:13]([C:17]([C:20]#[N:21])([CH3:19])[CH3:18])[CH:12]=2)[CH:5]=[CH:6][C:7]=1[CH3:8], predict the reactants needed to synthesize it. The reactants are: [Br:1][C:2]1[CH:3]=[C:4]([NH:9][C:10](=[O:22])[C:11]2[CH:16]=[CH:15][CH:14]=[C:13]([C:17]([C:20]#[N:21])([CH3:19])[CH3:18])[CH:12]=2)[CH:5]=[CH:6][C:7]=1[CH3:8].[H-].[Na+].[CH3:25][Si:26]([CH2:29][CH2:30][O:31][CH2:32]Cl)([CH3:28])[CH3:27]. (3) Given the product [Cl:46][C:47]1[CH:48]=[C:49]([C:54]2[O:58][C:57]([N:11]3[CH:7]([C:4]4[CH:3]=[CH:2][N:1]=[CH:6][CH:5]=4)[CH:8]=[C:9]([C:12]([NH2:17])=[O:14])[NH:10]3)=[CH:56][CH:55]=2)[CH:50]=[CH:51][C:52]=1[Cl:53], predict the reactants needed to synthesize it. The reactants are: [N:1]1[CH:6]=[CH:5][C:4]([C:7]2[CH2:8][C:9]([C:12]([OH:14])=O)=[N:10][N:11]=2)=[CH:3][CH:2]=1.CC[N:17](C(C)C)C(C)C.CCN=C=NCCCN(C)C.C1C=CC2N(O)N=NC=2C=1.Cl.[Cl:46][C:47]1[CH:48]=[C:49]([C:54]2[O:58][C:57](CCN)=[CH:56][CH:55]=2)[CH:50]=[CH:51][C:52]=1[Cl:53]. (4) Given the product [NH2:1][C@@H:2]([CH2:11][CH2:12][CH3:14])[C@H:3]([OH:10])[C:4]([NH:6][CH:7]([CH3:8])[CH3:9])=[O:5], predict the reactants needed to synthesize it. The reactants are: [NH2:1][C@@H:2]([CH2:11][CH3:12])[C@H:3]([OH:10])[C:4]([NH:6][CH:7]1[CH2:9][CH2:8]1)=[O:5].N[C@@H:14](CCC)C(O)=O.C(N)(C)C.